Predict the product of the given reaction. From a dataset of Forward reaction prediction with 1.9M reactions from USPTO patents (1976-2016). The product is: [CH2:35]([C@H:38]1[CH2:43][CH2:42][C@H:41]([CH:44]2[CH2:49][CH2:48][C:47](=[CH:9][CH2:8][CH:3]3[O:2][CH2:7][CH2:6][CH2:5][O:4]3)[CH2:46][CH2:45]2)[CH2:40][CH2:39]1)[CH2:36][CH3:37]. Given the reactants [Br-].[O:2]1[CH2:7][CH2:6][CH2:5][O:4][CH:3]1[CH2:8][CH2:9][P+](C1C=CC=CC=1)(C1C=CC=CC=1)C1C=CC=CC=1.CC([O-])(C)C.[K+].[CH2:35]([C@H:38]1[CH2:43][CH2:42][C@H:41]([CH:44]2[CH2:49][CH2:48][C:47](=O)[CH2:46][CH2:45]2)[CH2:40][CH2:39]1)[CH2:36][CH3:37], predict the reaction product.